Dataset: Forward reaction prediction with 1.9M reactions from USPTO patents (1976-2016). Task: Predict the product of the given reaction. (1) The product is: [CH3:29][O:33][N:34]([CH3:35])[C:14]([C@@H:10]1[O:11][CH2:12][CH2:13][N:8]([C:6]([O:5][C:1]([CH3:2])([CH3:3])[CH3:4])=[O:7])[CH2:9]1)=[O:16]. Given the reactants [C:1]([O:5][C:6]([N:8]1[CH2:13][CH2:12][O:11][C@@H:10]([C:14]([OH:16])=O)[CH2:9]1)=[O:7])([CH3:4])([CH3:3])[CH3:2].CCN(C(C)C)C(C)C.CN([C:29]([O:33][N:34]1N=NC2C=CC=C[C:35]1=2)=[N+](C)C)C.F[P-](F)(F)(F)(F)F.C1C=CC2N(O)N=NC=2C=1.Cl, predict the reaction product. (2) Given the reactants Cl.C(N=C=NCCCN(C)C)C.[CH2:13]([O:15][C:16]([N:18]1[CH2:23][CH2:22][N:21]([C:24]2[CH:29]=[CH:28][C:27]([NH2:30])=[CH:26][CH:25]=2)[CH2:20][CH2:19]1)=[O:17])[CH3:14].[I:31][C:32]1[CH:40]=[CH:39][CH:38]=[CH:37][C:33]=1[C:34](O)=[O:35].O, predict the reaction product. The product is: [I:31][C:32]1[CH:40]=[CH:39][CH:38]=[CH:37][C:33]=1[C:34]([NH:30][C:27]1[CH:26]=[CH:25][C:24]([N:21]2[CH2:22][CH2:23][N:18]([C:16]([O:15][CH2:13][CH3:14])=[O:17])[CH2:19][CH2:20]2)=[CH:29][CH:28]=1)=[O:35]. (3) Given the reactants [CH2:1]([N:5]1[C:10]2=[C:11]([CH3:23])[N:12]([CH2:14][C:15]3[CH:20]=[CH:19][C:18]([O:21][CH3:22])=[CH:17][CH:16]=3)[CH:13]=[C:9]2[C:8](=[O:24])[N:7]([CH3:25])[C:6]1=[O:26])[CH:2]([CH3:4])[CH3:3].[Cl:27]C(Cl)(Cl)C(Cl)(Cl)Cl.[Li+].C[Si]([N-][Si](C)(C)C)(C)C, predict the reaction product. The product is: [Cl:27][C:13]1[N:12]([CH2:14][C:15]2[CH:20]=[CH:19][C:18]([O:21][CH3:22])=[CH:17][CH:16]=2)[C:11]([CH3:23])=[C:10]2[C:9]=1[C:8](=[O:24])[N:7]([CH3:25])[C:6](=[O:26])[N:5]2[CH2:1][CH:2]([CH3:4])[CH3:3]. (4) Given the reactants [CH3:1][C:2]1[C:10]2[C:5](=[CH:6][C:7]([O:11]C)=[CH:8][CH:9]=2)[NH:4][C:3]=1[C:13]([O:15][CH2:16][CH3:17])=[O:14].B(Br)(Br)Br.O, predict the reaction product. The product is: [CH3:1][C:2]1[C:10]2[C:5](=[CH:6][C:7]([OH:11])=[CH:8][CH:9]=2)[NH:4][C:3]=1[C:13]([O:15][CH2:16][CH3:17])=[O:14]. (5) Given the reactants [Cl:1][C:2]1[CH:3]=[CH:4][C:5]([O:18][CH3:19])=[C:6]([C:8]2[CH:13]=[CH:12][C:11](NC)=[C:10]([O:16][CH3:17])[CH:9]=2)[CH:7]=1.[CH2:20]([N:22](CC)CC)C.[Cl:27][C:28]1[N:32]([CH3:33])[N:31]=[C:30]([CH3:34])[C:29]=1[S:35](Cl)(=[O:37])=[O:36], predict the reaction product. The product is: [Cl:1][C:2]1[CH:3]=[CH:4][C:5]([O:18][CH3:19])=[C:6]([C:8]2[CH:13]=[CH:12][C:11]([CH2:20][NH:22][S:35]([C:29]3[C:30]([CH3:34])=[N:31][N:32]([CH3:33])[C:28]=3[Cl:27])(=[O:37])=[O:36])=[C:10]([O:16][CH3:17])[CH:9]=2)[CH:7]=1. (6) The product is: [CH2:23]([N:30]1[CH2:35][CH2:34][O:33][CH:32]([CH2:41][C:40]2[CH:43]=[CH:44][CH:45]=[C:38]([Br:37])[CH:39]=2)[C:31]1=[O:36])[C:24]1[CH:25]=[CH:26][CH:27]=[CH:28][CH:29]=1. Given the reactants C(N1CCO[C@H](CC2C=CC=C(CO)C=2)C1)(OC(C)(C)C)=O.[CH2:23]([N:30]1[CH2:35][CH2:34][O:33][CH2:32][C:31]1=[O:36])[C:24]1[CH:29]=[CH:28][CH:27]=[CH:26][CH:25]=1.[Br:37][C:38]1[CH:39]=[C:40]([CH:43]=[CH:44][CH:45]=1)[CH2:41]Br, predict the reaction product. (7) The product is: [Br:16][C:10]1[N:11]=[N:12][C:7]([C:1]2[CH:6]=[CH:5][CH:4]=[CH:3][CH:2]=2)=[CH:8][CH:9]=1. Given the reactants [C:1]1([C:7]2[N:12]=[N:11][C:10](O)=[CH:9][CH:8]=2)[CH:6]=[CH:5][CH:4]=[CH:3][CH:2]=1.P(Br)(Br)([Br:16])=O, predict the reaction product. (8) Given the reactants [C:1]([O:5][C:6]([NH:8][C@H:9]1[CH2:13][CH2:12][N:11]([S:14]([C:17]2[C:18]3[C:19](Br)=[CH:20][N:21]=[CH:22][C:23]=3[CH:24]=[CH:25][CH:26]=2)(=[O:16])=[O:15])[CH2:10]1)=[O:7])([CH3:4])([CH3:3])[CH3:2].C[O-].[Na+].O.[C:32](OCC)(=[O:34])C, predict the reaction product. The product is: [C:1]([O:5][C:6]([NH:8][C@H:9]1[CH2:13][CH2:12][N:11]([S:14]([C:17]2[C:18]3[C:19]([O:34][CH3:32])=[CH:20][N:21]=[CH:22][C:23]=3[CH:24]=[CH:25][CH:26]=2)(=[O:16])=[O:15])[CH2:10]1)=[O:7])([CH3:4])([CH3:3])[CH3:2].